Task: Predict the product of the given reaction.. Dataset: Forward reaction prediction with 1.9M reactions from USPTO patents (1976-2016) (1) Given the reactants [C:1]([O:5][C:6]([N:8]1[CH:13]=[CH:12][C:11]([Cl:14])=[CH:10][CH:9]1[CH:15]1[CH2:19][CH2:18][CH2:17][CH2:16]1)=[O:7])([CH3:4])([CH3:3])[CH3:2].[CH2:20]([Li])CCC.IC.O, predict the reaction product. The product is: [C:1]([O:5][C:6]([N:8]1[C:13]([CH3:20])=[CH:12][C:11]([Cl:14])=[CH:10][CH:9]1[CH:15]1[CH2:16][CH2:17][CH2:18][CH2:19]1)=[O:7])([CH3:4])([CH3:2])[CH3:3]. (2) Given the reactants [N+:1]([C:4]1[CH:9]=[C:8]([C:10]([F:13])([F:12])[F:11])[CH:7]=[CH:6][C:5]=1[C:14]([F:17])([F:16])[F:15])([O-])=O.O.O.Cl[Sn]Cl, predict the reaction product. The product is: [F:15][C:14]([F:16])([F:17])[C:5]1[CH:6]=[CH:7][C:8]([C:10]([F:12])([F:13])[F:11])=[CH:9][C:4]=1[NH2:1]. (3) Given the reactants Br[C:2]1[CH:7]=[CH:6][CH:5]=[C:4]([CH2:8][O:9][CH2:10][O:11][CH3:12])[CH:3]=1.[Mg].[F:14][C:15]([F:26])([C:22]([F:25])([F:24])[F:23])[C:16](N(OC)C)=[O:17].Cl, predict the reaction product. The product is: [F:14][C:15]([F:26])([C:22]([F:25])([F:24])[F:23])[C:16]([C:2]1[CH:7]=[CH:6][CH:5]=[C:4]([CH2:8][O:9][CH2:10][O:11][CH3:12])[CH:3]=1)=[O:17].